Predict the reactants needed to synthesize the given product. From a dataset of Full USPTO retrosynthesis dataset with 1.9M reactions from patents (1976-2016). (1) Given the product [CH3:29][N:30]([CH3:31])[C:18]1[S:19][CH:15]([CH2:14][C:10]2[CH:9]=[C:8]([C:5]3[CH:6]=[CH:7][C:2]([OH:1])=[C:3]([C:22]4([CH3:28])[CH2:27][CH2:26][CH2:25][CH2:24][CH2:23]4)[CH:4]=3)[CH:13]=[CH:12][CH:11]=2)[C:16](=[O:21])[N:17]=1, predict the reactants needed to synthesize it. The reactants are: [OH:1][C:2]1[CH:7]=[CH:6][C:5]([C:8]2[CH:13]=[CH:12][CH:11]=[C:10]([CH2:14][CH:15]3[S:19][C:18](=S)[NH:17][C:16]3=[O:21])[CH:9]=2)=[CH:4][C:3]=1[C:22]1([CH3:28])[CH2:27][CH2:26][CH2:25][CH2:24][CH2:23]1.[CH3:29][NH:30][CH3:31]. (2) Given the product [C:16]1([CH3:19])[CH:17]=[CH:18][C:13]([O:1][C:2]2[CH:3]=[C:4]([NH:8][C:9]([NH2:11])=[O:10])[CH:5]=[CH:6][CH:7]=2)=[CH:14][CH:15]=1, predict the reactants needed to synthesize it. The reactants are: [OH:1][C:2]1[CH:3]=[C:4]([NH:8][C:9]([NH2:11])=[O:10])[CH:5]=[CH:6][CH:7]=1.B(O)(O)[C:13]1[CH:14]=[CH:15][C:16]([CH3:19])=[CH:17][CH:18]=1.N1C=CC=CC=1. (3) Given the product [F:22][C:23]1[CH:30]=[C:29]([O:31][CH3:32])[CH:28]=[C:27]([F:33])[C:24]=1[CH2:25][N:13]1[C:12]2[N:16]=[CH:17][CH:18]=[CH:19][C:11]=2[S:10](=[O:20])(=[O:21])[N:9]([C:5]2[CH:4]=[CH:3][C:2]([CH3:1])=[C:7]([CH3:8])[N:6]=2)[C:14]1=[O:15], predict the reactants needed to synthesize it. The reactants are: [CH3:1][C:2]1[CH:3]=[CH:4][C:5]([N:9]2[C:14](=[O:15])[NH:13][C:12]3[N:16]=[CH:17][CH:18]=[CH:19][C:11]=3[S:10]2(=[O:21])=[O:20])=[N:6][C:7]=1[CH3:8].[F:22][C:23]1[CH:30]=[C:29]([O:31][CH3:32])[CH:28]=[C:27]([F:33])[C:24]=1[CH2:25]Br.C([O-])([O-])=O.[K+].[K+].COC1C(C)=CC(N2C(=O)N(CC3C(F)=CC(F)=CC=3F)C3C=CC=CC=3S2(=O)=O)=CC=1C. (4) Given the product [F:16][C:2]([F:1])([F:15])[O:3][C:4]1[CH:5]=[C:6]2[C:10](=[CH:11][CH:12]=1)[NH:9][N:8]=[C:7]2[CH:13]=[O:14], predict the reactants needed to synthesize it. The reactants are: [F:1][C:2]([F:16])([F:15])[O:3][C:4]1[CH:5]=[C:6]2[C:10](=[CH:11][CH:12]=1)[NH:9][N:8]=[C:7]2[CH2:13][OH:14]. (5) Given the product [Br:17][CH2:16][C:7]1[CH:6]=[C:5]([C:1]([CH3:3])([CH3:2])[CH3:4])[CH:15]=[CH:14][C:8]=1[C:9]([O:11][CH2:12][CH3:13])=[O:10], predict the reactants needed to synthesize it. The reactants are: [C:1]([C:5]1[CH:15]=[CH:14][C:8]([C:9]([O:11][CH2:12][CH3:13])=[O:10])=[C:7]([CH3:16])[CH:6]=1)([CH3:4])([CH3:3])[CH3:2].[Br:17]N1C(=O)CCC1=O.C(OOC(=O)C1C=CC=CC=1)(=O)C1C=CC=CC=1.O. (6) Given the product [CH3:27][N:28]([CH2:30][C:17]1[CH:18]=[C:13]([NH:12][C:10]2[S:11][C:7]([C:1]3[CH:2]=[CH:3][CH:4]=[CH:5][CH:6]=3)=[CH:8][N:9]=2)[CH:14]=[CH:15][CH:16]=1)[CH3:29], predict the reactants needed to synthesize it. The reactants are: [C:1]1([C:7]2[S:11][C:10]([NH:12][C:13]3[CH:18]=[CH:17][C:16](OCCN4CCCC4)=[CH:15][CH:14]=3)=[N:9][CH:8]=2)[CH:6]=[CH:5][CH:4]=[CH:3][CH:2]=1.[CH3:27][N:28]([CH2:30]C1C=C(NC(N)=S)C=CC=1)[CH3:29]. (7) Given the product [Cl:7][C:8]1[CH:13]=[C:12]([S:14]([C:17]2[CH:22]=[CH:21][C:20]([S:23]([CH3:24])=[O:5])=[CH:19][CH:18]=2)(=[O:15])=[O:16])[CH:11]=[CH:10][C:9]=1[NH:25][C:26](=[O:34])[C@:27]([OH:33])([CH3:32])[C:28]([F:30])([F:31])[F:29], predict the reactants needed to synthesize it. The reactants are: C([O:5]O)(C)(C)C.[Cl:7][C:8]1[CH:13]=[C:12]([S:14]([C:17]2[CH:22]=[CH:21][C:20]([S:23][CH3:24])=[CH:19][CH:18]=2)(=[O:16])=[O:15])[CH:11]=[CH:10][C:9]=1[NH:25][C:26](=[O:34])[C@:27]([OH:33])([CH3:32])[C:28]([F:31])([F:30])[F:29].